Dataset: Full USPTO retrosynthesis dataset with 1.9M reactions from patents (1976-2016). Task: Predict the reactants needed to synthesize the given product. (1) Given the product [Cl:15][CH2:16][CH:17]1[O:20][C:4](=[O:11])[NH:3][C@@H:6]1[CH3:7], predict the reactants needed to synthesize it. The reactants are: C([N:3]([CH2:6][CH3:7])[CH2:4]C)C.FC(F)(F)C([O-])=[O:11].[Cl:15][CH2:16][C@H:17]([OH:20])C[NH3+].ClC(Cl)(OC(=O)OC(Cl)(Cl)Cl)Cl.C(OCC)C. (2) Given the product [F:27][C:28]1[CH:29]=[C:30]2[C:34](=[CH:35][CH:36]=1)[NH:33][CH:32]=[C:31]2[C:37]1[CH2:38][CH2:39][N:40]([CH2:15][CH:8]2[CH2:9][CH2:10][C:11]3[C:6](=[C:5]4[C:14](=[CH:13][CH:12]=3)[N:1]=[CH:2][CH:3]=[CH:4]4)[O:7]2)[CH2:41][CH:42]=1, predict the reactants needed to synthesize it. The reactants are: [N:1]1[C:14]2[C:5](=[C:6]3[C:11](=[CH:12][CH:13]=2)[CH2:10][CH2:9][CH:8]([CH2:15]OS(C2C=CC(C)=CC=2)(=O)=O)[O:7]3)[CH:4]=[CH:3][CH:2]=1.[F:27][C:28]1[CH:29]=[C:30]2[C:34](=[CH:35][CH:36]=1)[NH:33][CH:32]=[C:31]2[C:37]1[CH2:38][CH2:39][NH:40][CH2:41][CH:42]=1. (3) The reactants are: CI.[CH2:3]([O:5][C:6]([C:8]1[CH:9]([C:26]2[CH:31]=[CH:30][C:29]([C:32]#[N:33])=[CH:28][C:27]=2[Br:34])[NH:10][C:11](=[O:25])[N:12]([C:15]2[CH:20]=[CH:19][CH:18]=[C:17]([C:21]([F:24])([F:23])[F:22])[CH:16]=2)[C:13]=1[CH3:14])=[O:7])[CH3:4].[C:35](=O)([O-])[O-].[Cs+].[Cs+].O. Given the product [CH2:3]([O:5][C:6]([C:8]1[CH:9]([C:26]2[CH:31]=[CH:30][C:29]([C:32]#[N:33])=[CH:28][C:27]=2[Br:34])[N:10]([CH3:35])[C:11](=[O:25])[N:12]([C:15]2[CH:20]=[CH:19][CH:18]=[C:17]([C:21]([F:24])([F:22])[F:23])[CH:16]=2)[C:13]=1[CH3:14])=[O:7])[CH3:4], predict the reactants needed to synthesize it. (4) Given the product [CH2:33]([C:27]1[N:26]=[CH:25][C:24]2[C:29](=[CH:30][CH:31]=[CH:32][C:23]=2[N:22]=[CH:11][C:10]([C:13]([F:14])([F:15])[F:16])([OH:17])[CH2:9][CH:8]([C:4]2[CH:5]=[CH:6][CH:7]=[C:2]([F:1])[C:3]=2[O:20][CH3:21])[CH2:18][CH3:19])[N:28]=1)[CH3:34], predict the reactants needed to synthesize it. The reactants are: [F:1][C:2]1[C:3]([O:20][CH3:21])=[C:4]([CH:8]([CH2:18][CH3:19])[CH2:9][C:10]([OH:17])([C:13]([F:16])([F:15])[F:14])[CH:11]=O)[CH:5]=[CH:6][CH:7]=1.[NH2:22][C:23]1[CH:32]=[CH:31][CH:30]=[C:29]2[C:24]=1[CH:25]=[N:26][C:27]([CH2:33][CH3:34])=[N:28]2. (5) Given the product [NH:26]1[C:34]2[C:29](=[CH:30][CH:31]=[CH:32][CH:33]=2)[CH:28]=[C:27]1[C:35]1[S:36][CH:37]=[C:38]([C:40]([C:16]2[CH:15]=[C:14]3[C:19](=[CH:18][CH:17]=2)[NH:11][CH:10]=[CH:12]3)=[O:42])[N:39]=1, predict the reactants needed to synthesize it. The reactants are: C1(C2SC=[C:10]([C:12]([C:14]3[CH:19]=[C:18](OC)[C:17](OC)=[C:16](OC)[CH:15]=3)=O)[N:11]=2)C=CC=CC=1.[NH:26]1[C:34]2[C:29](=[CH:30][CH:31]=[CH:32][CH:33]=2)[CH:28]=[C:27]1[C:35]1[S:36][CH2:37][CH:38]([C:40]([OH:42])=O)[N:39]=1.N[C@H](C(O)=O)CS. (6) Given the product [Cl:1][C:2]1[CH:8]=[C:7]([O:9][C:10]2[C:19]3[C:14](=[CH:15][C:16]([O:22][CH3:23])=[C:17]([O:20][CH3:21])[CH:18]=3)[N:13]=[CH:12][N:11]=2)[CH:6]=[CH:5][C:3]=1[NH:4][C:42](=[O:48])[O:43][CH2:44][CH2:59][CH2:58][S:57][C:54]1[CH:55]=[CH:56][C:51]([Cl:50])=[CH:52][C:53]=1[CH3:62], predict the reactants needed to synthesize it. The reactants are: [Cl:1][C:2]1[CH:8]=[C:7]([O:9][C:10]2[C:19]3[C:14](=[CH:15][C:16]([O:22][CH3:23])=[C:17]([O:20][CH3:21])[CH:18]=3)[N:13]=[CH:12][N:11]=2)[CH:6]=[CH:5][C:3]=1[NH2:4].C1(C)C=CC=CC=1.C(N(CC)CC)C.ClC(Cl)(O[C:42](=[O:48])[O:43][C:44](Cl)(Cl)Cl)Cl.[Cl:50][C:51]1[CH:56]=[CH:55][C:54]([S:57][CH2:58][CH2:59]CO)=[C:53]([CH3:62])[CH:52]=1. (7) Given the product [O:19]1[CH2:20][CH2:21][CH:17]([C:15]2[C:3]3[CH2:4][N:5]([C:8]([O:10][C:11]([CH3:14])([CH3:13])[CH3:12])=[O:9])[CH2:6][CH2:7][C:2]=3[NH:23][N:22]=2)[CH2:18]1, predict the reactants needed to synthesize it. The reactants are: O=[C:2]1[CH2:7][CH2:6][N:5]([C:8]([O:10][C:11]([CH3:14])([CH3:13])[CH3:12])=[O:9])[CH2:4][CH:3]1[C:15]([CH:17]1[CH2:21][CH2:20][O:19][CH2:18]1)=O.[NH2:22][NH2:23].O. (8) Given the product [CH3:1][O:2][C:3](=[O:32])[N:4]=[C:5]([S:30][CH3:31])[C:6]([C:20]1[CH:25]=[C:24]([O:26][CH3:27])[CH:23]=[C:22]([O:28][CH2:40][CH2:41][O:42][Si:43]([C:46]([CH3:49])([CH3:48])[CH3:47])([CH3:45])[CH3:44])[C:21]=1[F:29])=[N:7][C:8]1[CH:13]=[CH:12][C:11]([C:14]2[N:18]=[C:17]([CH3:19])[O:16][N:15]=2)=[CH:10][CH:9]=1, predict the reactants needed to synthesize it. The reactants are: [CH3:1][O:2][C:3](=[O:32])[N:4]=[C:5]([S:30][CH3:31])[C:6]([C:20]1[CH:25]=[C:24]([O:26][CH3:27])[CH:23]=[C:22]([OH:28])[C:21]=1[F:29])=[N:7][C:8]1[CH:13]=[CH:12][C:11]([C:14]2[N:18]=[C:17]([CH3:19])[O:16][N:15]=2)=[CH:10][CH:9]=1.C(=O)([O-])[O-].[K+].[K+].Br[CH2:40][CH2:41][O:42][Si:43]([C:46]([CH3:49])([CH3:48])[CH3:47])([CH3:45])[CH3:44].[Cl-].[NH4+]. (9) Given the product [CH2:1]([O:4][C:5]1[CH:12]=[C:11]([Br:13])[CH:10]=[CH:9][C:6]=1/[CH:7]=[N:19]/[C:18]1[CH:20]=[CH:21][C:15]([OH:14])=[CH:16][CH:17]=1)[CH:2]=[CH2:3], predict the reactants needed to synthesize it. The reactants are: [CH2:1]([O:4][C:5]1[CH:12]=[C:11]([Br:13])[CH:10]=[CH:9][C:6]=1[CH:7]=O)[CH:2]=[CH2:3].[OH:14][C:15]1[CH:21]=[CH:20][C:18]([NH2:19])=[CH:17][CH:16]=1.